This data is from Peptide-MHC class I binding affinity with 185,985 pairs from IEDB/IMGT. The task is: Regression. Given a peptide amino acid sequence and an MHC pseudo amino acid sequence, predict their binding affinity value. This is MHC class I binding data. (1) The peptide sequence is NTGIKSTVK. The MHC is HLA-A31:01 with pseudo-sequence HLA-A31:01. The binding affinity (normalized) is 0.230. (2) The peptide sequence is MEGLKLLSL. The MHC is HLA-B18:01 with pseudo-sequence HLA-B18:01. The binding affinity (normalized) is 0.501. (3) The peptide sequence is VKISDITKV. The MHC is H-2-Kb with pseudo-sequence H-2-Kb. The binding affinity (normalized) is 0.157. (4) The peptide sequence is RWRVYLRRK. The MHC is HLA-A03:01 with pseudo-sequence HLA-A03:01. The binding affinity (normalized) is 0.0847. (5) The peptide sequence is IKLEPVHGVY. The MHC is HLA-A29:02 with pseudo-sequence HLA-A29:02. The binding affinity (normalized) is 0.189. (6) The peptide sequence is GLGGDASAY. The MHC is HLA-A26:01 with pseudo-sequence HLA-A26:01. The binding affinity (normalized) is 0.0847.